This data is from Reaction yield outcomes from USPTO patents with 853,638 reactions. The task is: Predict the reaction yield, written as a fraction of the theoretical maximum amount of product (1.0 means a 100% yield; for example, 0.34 means a 34% yield). (1) The reactants are [CH:1]([O:4][C:5](=[O:18])[C:6]1[CH:11]=[CH:10][C:9]([Br:12])=[CH:8][C:7]=1[CH2:13][NH:14][CH:15]1[CH2:17][CH2:16]1)([CH3:3])[CH3:2].[C:19](=O)([O-])[O-].[K+].[K+].CI. The catalyst is CC(C)=O. The product is [CH:1]([O:4][C:5](=[O:18])[C:6]1[CH:11]=[CH:10][C:9]([Br:12])=[CH:8][C:7]=1[CH2:13][N:14]([CH:15]1[CH2:16][CH2:17]1)[CH3:19])([CH3:3])[CH3:2]. The yield is 0.700. (2) The reactants are [O:1]1[C:5]2[CH:6]=[CH:7][C:8]([C:10]3([C:13]([NH:15][C:16]4[CH:21]=[CH:20][C:19]([CH3:22])=[C:18](Br)[CH:17]=4)=[O:14])[CH2:12][CH2:11]3)=[CH:9][C:4]=2[O:3][CH2:2]1.[CH3:24][C:25]1([CH3:41])[C:29]([CH3:31])([CH3:30])[O:28][B:27]([B:27]2[O:28][C:29]([CH3:31])([CH3:30])[C:25]([CH3:41])([CH3:24])[O:26]2)[O:26]1.CC([O-])=O.[K+]. The catalyst is C1C=CC(P(C2C=CC=CC=2)[C-]2C=CC=C2)=CC=1.C1C=CC(P(C2C=CC=CC=2)[C-]2C=CC=C2)=CC=1.Cl[Pd]Cl.[Fe+2].CN(C=O)C. The product is [O:1]1[C:5]2[CH:6]=[CH:7][C:8]([C:10]3([C:13]([NH:15][C:16]4[CH:21]=[CH:20][C:19]([CH3:22])=[C:18]([B:27]5[O:28][C:29]([CH3:31])([CH3:30])[C:25]([CH3:41])([CH3:24])[O:26]5)[CH:17]=4)=[O:14])[CH2:12][CH2:11]3)=[CH:9][C:4]=2[O:3][CH2:2]1. The yield is 0.270.